From a dataset of Forward reaction prediction with 1.9M reactions from USPTO patents (1976-2016). Predict the product of the given reaction. (1) Given the reactants [Br:1][C:2]1[CH:7]=[CH:6][C:5]([C:8]2(O)[CH2:11][CH:10]([C:12]([OH:14])=[O:13])[CH2:9]2)=[CH:4][C:3]=1[F:16].C([SiH](CC)CC)C, predict the reaction product. The product is: [Br:1][C:2]1[CH:7]=[CH:6][C:5]([CH:8]2[CH2:11][CH:10]([C:12]([OH:14])=[O:13])[CH2:9]2)=[CH:4][C:3]=1[F:16]. (2) Given the reactants [N+:1]([C:4]1[CH:17]=[CH:16][CH:15]=[CH:14][C:5]=1[CH2:6][N:7]1[CH2:12][CH2:11][CH2:10][O:9][C:8]1=[O:13])([O-])=O.[Cl-].[NH4+].O, predict the reaction product. The product is: [NH2:1][C:4]1[CH:17]=[CH:16][CH:15]=[CH:14][C:5]=1[CH2:6][N:7]1[CH2:12][CH2:11][CH2:10][O:9][C:8]1=[O:13]. (3) Given the reactants Cl[C:2]1[C:7](Cl)=[N:6][CH:5]=[CH:4][N:3]=1.[C:9]([O:13][C:14]([N:16]1[CH2:21][CH2:20][NH:19][CH2:18][CH2:17]1)=[O:15])([CH3:12])([CH3:11])[CH3:10].C(=O)([O-])[O-].[K+].[K+].[F:28][C:29]1[CH:34]=[CH:33][C:32](B(O)O)=[CH:31][CH:30]=1, predict the reaction product. The product is: [F:28][C:29]1[CH:34]=[CH:33][C:32]([C:2]2[C:7]([N:19]3[CH2:20][CH2:21][N:16]([C:14]([O:13][C:9]([CH3:12])([CH3:10])[CH3:11])=[O:15])[CH2:17][CH2:18]3)=[N:6][CH:5]=[CH:4][N:3]=2)=[CH:31][CH:30]=1. (4) Given the reactants Cl[C:2]1([C:13]2[CH:18]=[CH:17][CH:16]=[CH:15][C:14]=2[O:19][CH3:20])[C:10]2[C:5](=[CH:6][CH:7]=[C:8]([Cl:11])[CH:9]=2)[NH:4][C:3]1=[O:12].FC(F)(F)C(O)=O.[F:28][C@@H:29]1[CH2:33][NH:32][C@@H:31]([C:34]([N:36]([CH3:38])[CH3:37])=[O:35])[CH2:30]1, predict the reaction product. The product is: [Cl:11][C:8]1[CH:9]=[C:10]2[C:5](=[CH:6][CH:7]=1)[NH:4][C:3](=[O:12])[C:2]2([N:32]1[CH2:33][C@@H:29]([F:28])[CH2:30][C@@H:31]1[C:34]([N:36]([CH3:38])[CH3:37])=[O:35])[C:13]1[CH:18]=[CH:17][CH:16]=[CH:15][C:14]=1[O:19][CH3:20]. (5) Given the reactants [CH2:1]([NH:3][CH2:4][C:5]1[C:6]([CH3:12])=[C:7]([CH:9]=[CH:10][CH:11]=1)[NH2:8])[CH3:2].[C:13](O[C:13]([O:15][C:16]([CH3:19])([CH3:18])[CH3:17])=[O:14])([O:15][C:16]([CH3:19])([CH3:18])[CH3:17])=[O:14], predict the reaction product. The product is: [NH2:8][C:7]1[C:6]([CH3:12])=[C:5]([CH:11]=[CH:10][CH:9]=1)[CH2:4][N:3]([CH2:1][CH3:2])[C:13](=[O:14])[O:15][C:16]([CH3:19])([CH3:18])[CH3:17]. (6) Given the reactants [C:1]1([N:7]2[CH:11]=[CH:10][C:9]([NH:12][C:13]3[CH:17]=[C:16]([CH3:18])[N:15]([C:19]4[CH:24]=[CH:23][CH:22]=[CH:21][CH:20]=4)[N:14]=3)=[N:8]2)[CH:6]=[CH:5][CH:4]=[CH:3][CH:2]=1.[C:25]([C:29]1[CH:30]=[C:31](Br)[CH:32]=[C:33]([C:35]([CH3:38])([CH3:37])[CH3:36])[CH:34]=1)([CH3:28])([CH3:27])[CH3:26].CC(C)([O-])C.[Na+].C(P(C(C)(C)C)C1(C)CC1(C1C=CC=CC=1)C1C=CC=CC=1)(C)(C)C.[Cl-].[NH4+], predict the reaction product. The product is: [C:1]1([N:7]2[CH:11]=[CH:10][C:9]([N:12]([C:13]3[CH:17]=[C:16]([CH3:18])[N:15]([C:19]4[CH:20]=[CH:21][CH:22]=[CH:23][CH:24]=4)[N:14]=3)[C:31]3[CH:30]=[C:29]([C:25]([CH3:27])([CH3:26])[CH3:28])[CH:34]=[C:33]([C:35]([CH3:38])([CH3:37])[CH3:36])[CH:32]=3)=[N:8]2)[CH:6]=[CH:5][CH:4]=[CH:3][CH:2]=1. (7) Given the reactants [NH2:1][C:2]1[N:16]=[CH:15][C:14](Br)=[CH:13][C:3]=1[C:4]([NH:6][C:7]1[CH:12]=[CH:11][N:10]=[CH:9][CH:8]=1)=[O:5].CC1(C)C(C)(C)OB([C:26]2[CH:31]=[CH:30][CH:29]=[CH:28][C:27]=2[OH:32])O1, predict the reaction product. The product is: [NH2:1][C:2]1[N:16]=[CH:15][C:14]([C:26]2[CH:31]=[CH:30][CH:29]=[CH:28][C:27]=2[OH:32])=[CH:13][C:3]=1[C:4]([NH:6][C:7]1[CH:12]=[CH:11][N:10]=[CH:9][CH:8]=1)=[O:5].